Dataset: Full USPTO retrosynthesis dataset with 1.9M reactions from patents (1976-2016). Task: Predict the reactants needed to synthesize the given product. (1) Given the product [Cl:1][C:2]1[CH:3]=[N:4][CH:5]=[C:6]([O:8][CH2:9][O:10][CH3:11])[C:7]=1[CH:20]=[O:21], predict the reactants needed to synthesize it. The reactants are: [Cl:1][C:2]1[CH:3]=[N:4][CH:5]=[C:6]([O:8][CH2:9][O:10][CH3:11])[CH:7]=1.[Li+].CC([N-]C(C)C)C.[CH:20](N1CCCCC1)=[O:21]. (2) Given the product [C:41]([CH2:40][C:34]1([CH:29]2[CH2:33][CH2:32][CH2:31][CH2:30]2)[CH2:35][CH2:36][N:37]([C:2]2[C:3]3[N:4]([N:8]=[C:9]([NH:11][C:12]4[CH:28]=[CH:27][C:15]([C:16]([N:18]([CH3:26])[CH:19]5[CH2:24][CH2:23][N:22]([CH3:25])[CH2:21][CH2:20]5)=[O:17])=[CH:14][CH:13]=4)[N:10]=3)[CH:5]=[CH:6][CH:7]=2)[CH2:38][CH2:39]1)#[N:42], predict the reactants needed to synthesize it. The reactants are: Br[C:2]1[C:3]2[N:4]([N:8]=[C:9]([NH:11][C:12]3[CH:28]=[CH:27][C:15]([C:16]([N:18]([CH3:26])[CH:19]4[CH2:24][CH2:23][N:22]([CH3:25])[CH2:21][CH2:20]4)=[O:17])=[CH:14][CH:13]=3)[N:10]=2)[CH:5]=[CH:6][CH:7]=1.[CH:29]1([C:34]2([CH2:40][C:41]#[N:42])[CH2:39][CH2:38][NH:37][CH2:36][CH2:35]2)[CH2:33][CH2:32][CH2:31][CH2:30]1.O. (3) Given the product [Br:11][C:8]1[CH:7]=[N:6][C:5]([C:3]([NH:13][CH3:12])=[O:4])=[N:10][CH:9]=1, predict the reactants needed to synthesize it. The reactants are: CO[C:3]([C:5]1[N:10]=[CH:9][C:8]([Br:11])=[CH:7][N:6]=1)=[O:4].[CH3:12][NH2:13]. (4) Given the product [CH2:11]([NH:10][C:8]([C:7]1[CH:18]=[CH:19][C:4]([N:1]2[C:21]([CH2:28][CH2:29][CH3:30])=[C:22]([C:23]([OH:25])=[O:24])[N:3]=[N:2]2)=[CH:5][CH:6]=1)=[O:9])[C:12]1[CH:17]=[CH:16][CH:15]=[CH:14][CH:13]=1, predict the reactants needed to synthesize it. The reactants are: [N:1]([C:4]1[CH:19]=[CH:18][C:7]([C:8]([NH:10][CH2:11][C:12]2[CH:17]=[CH:16][CH:15]=[CH:14][CH:13]=2)=[O:9])=[CH:6][CH:5]=1)=[N+:2]=[N-:3].O=[C:21]([CH2:28][CH2:29][CH3:30])[CH2:22][C:23]([O:25]CC)=[O:24].[O-]CC.[Na+].O.